The task is: Predict the reactants needed to synthesize the given product.. This data is from Full USPTO retrosynthesis dataset with 1.9M reactions from patents (1976-2016). (1) Given the product [C:17]([O:16][C:15]([N:14]([O:13][C:11]([O:10][C:6]([CH3:9])([CH3:8])[CH3:7])=[O:12])[C:1](=[O:4])[CH:2]=[CH2:3])=[O:21])([CH3:20])([CH3:19])[CH3:18], predict the reactants needed to synthesize it. The reactants are: [C:1](Cl)(=[O:4])[CH:2]=[CH2:3].[C:6]([O:10][C:11]([O:13][NH:14][C:15](=[O:21])[O:16][C:17]([CH3:20])([CH3:19])[CH3:18])=[O:12])([CH3:9])([CH3:8])[CH3:7].C(N(CC)CC)C. (2) Given the product [CH3:14][O:15][C:16]([C:17]1[CH:22]=[C:21]([C:6]2[CH:7]=[CH:8][C:3]([C:2]([F:13])([F:12])[F:1])=[CH:4][CH:5]=2)[CH:20]=[C:19]([Cl:24])[C:18]=1[O:25][CH3:26])=[O:27], predict the reactants needed to synthesize it. The reactants are: [F:1][C:2]([F:13])([F:12])[C:3]1[CH:8]=[CH:7][C:6](B(O)O)=[CH:5][CH:4]=1.[CH3:14][O:15][C:16](=[O:27])[C:17]1[CH:22]=[C:21](Br)[CH:20]=[C:19]([Cl:24])[C:18]=1[O:25][CH3:26].[F-].[Cs+]. (3) The reactants are: [N:1]1([CH2:7][CH2:8][CH2:9][O:10][C:11]2[CH:16]=[CH:15][C:14]([N:17]3[CH2:22][CH2:21][NH:20][CH2:19][CH2:18]3)=[CH:13][CH:12]=2)[CH2:6][CH2:5][CH2:4][CH2:3][CH2:2]1.[C:23](Cl)(Cl)=[O:24].C(N(CC)CC)C.[N:34]1([C:40]([O:42][C:43]([CH3:46])([CH3:45])[CH3:44])=[O:41])[CH2:39][CH2:38][NH:37][CH2:36][CH2:35]1. Given the product [N:1]1([CH2:7][CH2:8][CH2:9][O:10][C:11]2[CH:16]=[CH:15][C:14]([N:17]3[CH2:18][CH2:19][N:20]([C:23]([N:37]4[CH2:38][CH2:39][N:34]([C:40]([O:42][C:43]([CH3:46])([CH3:45])[CH3:44])=[O:41])[CH2:35][CH2:36]4)=[O:24])[CH2:21][CH2:22]3)=[CH:13][CH:12]=2)[CH2:6][CH2:5][CH2:4][CH2:3][CH2:2]1, predict the reactants needed to synthesize it.